This data is from Full USPTO retrosynthesis dataset with 1.9M reactions from patents (1976-2016). The task is: Predict the reactants needed to synthesize the given product. (1) Given the product [CH3:1][C@H:2]1[O:7][C@@H:6]([CH3:8])[CH2:5][N:4]([C:9]2[CH:16]=[C:15]([F:17])[C:14]([C:18]#[C:19][C:25]3[N:30]=[CH:29][CH:28]=[CH:27][N:26]=3)=[CH:13][C:10]=2[CH:11]=[O:12])[CH2:3]1, predict the reactants needed to synthesize it. The reactants are: [CH3:1][C@@H:2]1[O:7][C@H:6]([CH3:8])[CH2:5][N:4]([C:9]2[CH:16]=[C:15]([F:17])[C:14]([C:18]#[C:19][Si](C)(C)C)=[CH:13][C:10]=2[CH:11]=[O:12])[CH2:3]1.Br[C:25]1[N:30]=[CH:29][CH:28]=[CH:27][N:26]=1. (2) Given the product [C:28]([O:36][C:37]1[C:46]2[C:41](=[CH:42][CH:43]=[CH:44][CH:45]=2)[C:40]([O:4][C:3](=[O:5])[CH2:2][NH:1][C:6]([O:8][C:9]([CH3:12])([CH3:11])[CH3:10])=[O:7])=[C:39]([CH3:48])[C:38]=1[CH2:49]/[CH:50]=[C:51](\[CH3:83])/[CH2:52][CH2:53]/[CH:54]=[C:55](\[CH3:82])/[CH2:56][CH2:57]/[CH:58]=[C:59](\[CH3:81])/[CH2:60][CH2:61]/[CH:62]=[C:63](\[CH3:80])/[CH2:64][CH2:65]/[CH:66]=[C:67](\[CH3:79])/[CH2:68][CH2:69]/[CH:70]=[C:71](\[CH3:78])/[CH2:72][CH2:73][CH:74]=[C:75]([CH3:77])[CH3:76])(=[O:35])[C:29]1[CH:30]=[CH:31][CH:32]=[CH:33][CH:34]=1, predict the reactants needed to synthesize it. The reactants are: [NH:1]([C:6]([O:8][C:9]([CH3:12])([CH3:11])[CH3:10])=[O:7])[CH2:2][C:3]([OH:5])=[O:4].C1CCC(N=C=NC2CCCCC2)CC1.[C:28]([O:36][C:37]1[C:46]2[C:41](=[CH:42][CH:43]=[CH:44][CH:45]=2)[C:40](O)=[C:39]([CH3:48])[C:38]=1[CH2:49]/[CH:50]=[C:51](\[CH3:83])/[CH2:52][CH2:53]/[CH:54]=[C:55](\[CH3:82])/[CH2:56][CH2:57]/[CH:58]=[C:59](\[CH3:81])/[CH2:60][CH2:61]/[CH:62]=[C:63](\[CH3:80])/[CH2:64][CH2:65]/[CH:66]=[C:67](\[CH3:79])/[CH2:68][CH2:69]/[CH:70]=[C:71](\[CH3:78])/[CH2:72][CH2:73][CH:74]=[C:75]([CH3:77])[CH3:76])(=[O:35])[C:29]1[CH:34]=[CH:33][CH:32]=[CH:31][CH:30]=1. (3) Given the product [CH2:31]([C:32]1[N:16]([CH2:17][CH2:18][O:19][C:20]2[CH:25]=[CH:24][CH:23]=[CH:22][CH:21]=2)[C:13]2[C:12]([CH3:26])=[C:11]([CH3:27])[N:10]=[C:9]([NH2:3])[C:14]=2[N:15]=1)[CH2:30][CH2:29][CH3:28], predict the reactants needed to synthesize it. The reactants are: C([N:3](CC)CC)C.Cl[C:9]1[C:14]([NH2:15])=[C:13]([NH:16][CH2:17][CH2:18][O:19][C:20]2[CH:25]=[CH:24][CH:23]=[CH:22][CH:21]=2)[C:12]([CH3:26])=[C:11]([CH3:27])[N:10]=1.[C:28](Cl)(=O)[CH2:29][CH2:30][CH2:31][CH3:32]. (4) Given the product [N+:28]([C:25]1[CH:26]=[CH:27][C:22]([O:21][C:19](=[O:20])[NH:7][C:6]2[CH:13]=[CH:8][C:3]([C:2]([F:11])([F:10])[F:1])=[CH:4][CH:5]=2)=[CH:23][CH:24]=1)([O-:30])=[O:29], predict the reactants needed to synthesize it. The reactants are: [F:1][C:2]([F:11])([F:10])[C:3]1[CH:4]=[CH:5][C:6](N)=[N:7][CH:8]=1.N1C=CC=C[CH:13]=1.Cl[C:19]([O:21][C:22]1[CH:27]=[CH:26][C:25]([N+:28]([O-:30])=[O:29])=[CH:24][CH:23]=1)=[O:20]. (5) Given the product [CH3:1][C@H:2]1[NH:7][C@@H:6]([CH3:8])[CH2:5][N:4]([C:9]2[C:10]([O:28][CH3:29])=[CH:11][C:12]([O:26][CH3:27])=[C:13]([NH:15][S:16]([C:19]3[CH:24]=[CH:23][C:22]([C:31]4[S:30][CH:34]=[CH:33][CH:32]=4)=[CH:21][CH:20]=3)(=[O:18])=[O:17])[CH:14]=2)[CH2:3]1, predict the reactants needed to synthesize it. The reactants are: [CH3:1][C@H:2]1[NH:7][C@@H:6]([CH3:8])[CH2:5][N:4]([C:9]2[C:10]([O:28][CH3:29])=[CH:11][C:12]([O:26][CH3:27])=[C:13]([NH:15][S:16]([C:19]3[CH:24]=[CH:23][C:22](I)=[CH:21][CH:20]=3)(=[O:18])=[O:17])[CH:14]=2)[CH2:3]1.[S:30]1[CH:34]=[CH:33][CH:32]=[C:31]1B(O)O.